From a dataset of NCI-60 drug combinations with 297,098 pairs across 59 cell lines. Regression. Given two drug SMILES strings and cell line genomic features, predict the synergy score measuring deviation from expected non-interaction effect. (1) Drug 1: COC1=C(C=C2C(=C1)N=CN=C2NC3=CC(=C(C=C3)F)Cl)OCCCN4CCOCC4. Drug 2: CCC1=C2CN3C(=CC4=C(C3=O)COC(=O)C4(CC)O)C2=NC5=C1C=C(C=C5)O. Cell line: A549. Synergy scores: CSS=41.1, Synergy_ZIP=-0.152, Synergy_Bliss=1.98, Synergy_Loewe=4.77, Synergy_HSA=6.44. (2) Drug 1: CN1CCC(CC1)COC2=C(C=C3C(=C2)N=CN=C3NC4=C(C=C(C=C4)Br)F)OC. Drug 2: C(CC(=O)O)C(=O)CN.Cl. Cell line: SNB-19. Synergy scores: CSS=17.1, Synergy_ZIP=-1.67, Synergy_Bliss=6.89, Synergy_Loewe=4.41, Synergy_HSA=6.42.